Dataset: Full USPTO retrosynthesis dataset with 1.9M reactions from patents (1976-2016). Task: Predict the reactants needed to synthesize the given product. Given the product [N:47]12[CH2:52][CH2:51][CH:50]([CH2:49][CH2:48]1)[C@H:45]([NH:44][C:17]([C:15]1[CH:16]=[C:2]([Cl:1])[CH:3]=[C:4]3[O:8][C:7]([C:9]4[S:10][C:11]([CH3:14])=[CH:12][CH:13]=4)=[N:6][C:5]=13)=[O:19])[CH2:46]2, predict the reactants needed to synthesize it. The reactants are: [Cl:1][C:2]1[CH:3]=[C:4]2[O:8][C:7]([C:9]3[S:10][C:11]([CH3:14])=[CH:12][CH:13]=3)=[N:6][C:5]2=[C:15]([C:17]([OH:19])=O)[CH:16]=1.Cl.C(N=C=NCCCN(C)C)C.ON1C2C=CC=CC=2N=N1.Cl.Cl.[NH2:44][C@H:45]1[CH:50]2[CH2:51][CH2:52][N:47]([CH2:48][CH2:49]2)[CH2:46]1.C(N(CC)CC)C.